Dataset: Peptide-MHC class I binding affinity with 185,985 pairs from IEDB/IMGT. Task: Regression. Given a peptide amino acid sequence and an MHC pseudo amino acid sequence, predict their binding affinity value. This is MHC class I binding data. (1) The peptide sequence is FTVRPQVPL. The MHC is H-2-Ld with pseudo-sequence H-2-Ld. The binding affinity (normalized) is 0. (2) The peptide sequence is NNIEFNFTY. The MHC is HLA-B27:03 with pseudo-sequence HLA-B27:03. The binding affinity (normalized) is 0.0847. (3) The peptide sequence is YNIDRLNAL. The MHC is HLA-B48:01 with pseudo-sequence HLA-B48:01. The binding affinity (normalized) is 0.0847. (4) The peptide sequence is VPLRPMTY. The MHC is HLA-B53:01 with pseudo-sequence HLA-B53:01. The binding affinity (normalized) is 0. (5) The peptide sequence is QMLPGYFRF. The MHC is HLA-B15:01 with pseudo-sequence HLA-B15:01. The binding affinity (normalized) is 0.500.